Dataset: Full USPTO retrosynthesis dataset with 1.9M reactions from patents (1976-2016). Task: Predict the reactants needed to synthesize the given product. (1) Given the product [CH3:1][C:2]1([C:17]([OH:19])=[O:18])[CH2:7][CH2:6][CH2:5][N:4]([C:8]2[CH:9]=[CH:10][C:11]([N+:14]([O-:16])=[O:15])=[CH:12][CH:13]=2)[CH2:3]1, predict the reactants needed to synthesize it. The reactants are: [CH3:1][C:2]1([C:17]([O:19]CC)=[O:18])[CH2:7][CH2:6][CH2:5][N:4]([C:8]2[CH:13]=[CH:12][C:11]([N+:14]([O-:16])=[O:15])=[CH:10][CH:9]=2)[CH2:3]1.[Li+].[OH-].Cl. (2) Given the product [C:43]([O:42][C:40]([N:8]([C:6]([O:5][C:1]([CH3:4])([CH3:3])[CH3:2])=[O:7])[C:9]1[CH:14]=[C:13]([CH2:15][C@H:16]2[C:19](=[O:20])[N:18]([C:21](=[O:29])[NH:22][C:23]3[CH:24]=[CH:25][CH:26]=[CH:27][CH:28]=3)[C@@H:17]2[C:30]([OH:32])=[O:31])[CH:12]=[CH:11][N:10]=1)=[O:41])([CH3:45])([CH3:46])[CH3:44], predict the reactants needed to synthesize it. The reactants are: [C:1]([O:5][C:6]([N:8]([C:40]([O:42][C:43]([CH3:46])([CH3:45])[CH3:44])=[O:41])[C:9]1[CH:14]=[C:13]([CH2:15][C@H:16]2[C:19](=[O:20])[N:18]([C:21](=[O:29])[NH:22][C:23]3[CH:28]=[CH:27][CH:26]=[CH:25][CH:24]=3)[C@@H:17]2[C:30]([O:32]CC2C=CC=CC=2)=[O:31])[CH:12]=[CH:11][N:10]=1)=[O:7])([CH3:4])([CH3:3])[CH3:2]. (3) Given the product [Cl:1][C:2]1[C:3]([C:8]2[CH:9]=[C:10]3[C:14](=[CH:15][CH:16]=2)[N:13]([C:17]([O:19][C:20]([CH3:23])([CH3:21])[CH3:22])=[O:18])[N:12]=[C:11]3[NH:24][C:25]2[S:26][C:27]([CH2:30][C:34]#[N:35])=[CH:28][N:29]=2)=[N:4][CH:5]=[CH:6][CH:7]=1, predict the reactants needed to synthesize it. The reactants are: [Cl:1][C:2]1[C:3]([C:8]2[CH:9]=[C:10]3[C:14](=[CH:15][CH:16]=2)[N:13]([C:17]([O:19][C:20]([CH3:23])([CH3:22])[CH3:21])=[O:18])[N:12]=[C:11]3[NH:24][C:25]2[S:26][C:27]([CH2:30]O)=[CH:28][N:29]=2)=[N:4][CH:5]=[CH:6][CH:7]=1.CC(C)(O)[C:34]#[N:35].N(C(N1CCCCC1)=O)=NC(N1CCCCC1)=O.C(P(CCCC)CCCC)CCC. (4) Given the product [C:2]([O:6][C:7](=[O:10])[CH2:8][NH:9][C:14](=[O:16])[CH2:13][N:11]([CH3:12])[CH3:17])([CH3:5])([CH3:4])[CH3:3], predict the reactants needed to synthesize it. The reactants are: Cl.[C:2]([O:6][C:7](=[O:10])[CH2:8][NH2:9])([CH3:5])([CH3:4])[CH3:3].[NH:11]([CH2:13][C:14]([OH:16])=O)[CH3:12].[CH:17]1C=CC2N(O)N=NC=2C=1.Cl. (5) The reactants are: [CH3:1][C:2]1[CH:3]=[C:4]([CH:26]=[C:27]([CH3:38])[C:28]=1[N:29]1[CH:33]=[C:32]([C:34]([F:37])([F:36])[F:35])[CH:31]=[N:30]1)[O:5][CH:6]([C:10]1[CH:25]=[CH:24][C:13]([C:14]([NH:16][CH2:17][CH2:18][C:19]([O:21]CC)=[O:20])=[O:15])=[CH:12][CH:11]=1)[CH2:7][CH2:8][CH3:9].O.O1CCCC1.O.[OH-].[Li+]. Given the product [CH3:1][C:2]1[CH:3]=[C:4]([CH:26]=[C:27]([CH3:38])[C:28]=1[N:29]1[CH:33]=[C:32]([C:34]([F:36])([F:35])[F:37])[CH:31]=[N:30]1)[O:5][CH:6]([C:10]1[CH:11]=[CH:12][C:13]([C:14]([NH:16][CH2:17][CH2:18][C:19]([OH:21])=[O:20])=[O:15])=[CH:24][CH:25]=1)[CH2:7][CH2:8][CH3:9], predict the reactants needed to synthesize it. (6) The reactants are: C1(P(C2CCCCC2)C2C=CC=CC=2C2C(C(C)C)=CC(C(C)C)=CC=2C(C)C)CCCCC1.[O:35]1[CH2:40][CH2:39][N:38]([C:41]2[CH:42]=[C:43]([NH2:47])[CH:44]=[N:45][CH:46]=2)[CH2:37][CH2:36]1.Cl[C:49]1[C:58]2[C:53](=[CH:54][C:55]([F:60])=[CH:56][C:57]=2[F:59])[N:52]=[C:51]([C:61]2[CH:66]=[CH:65][N:64]=[C:63]([N:67]3[CH2:71][CH2:70][CH2:69][CH2:68]3)[CH:62]=2)[C:50]=1[CH3:72].CC(C)([O-])C.[Na+]. Given the product [F:59][C:57]1[CH:56]=[C:55]([F:60])[CH:54]=[C:53]2[C:58]=1[C:49]([NH:47][C:43]1[CH:44]=[N:45][CH:46]=[C:41]([N:38]3[CH2:39][CH2:40][O:35][CH2:36][CH2:37]3)[CH:42]=1)=[C:50]([CH3:72])[C:51]([C:61]1[CH:66]=[CH:65][N:64]=[C:63]([N:67]3[CH2:68][CH2:69][CH2:70][CH2:71]3)[CH:62]=1)=[N:52]2, predict the reactants needed to synthesize it. (7) Given the product [CH3:25][C:19]1([CH3:24])[C:20]([CH3:22])([CH3:23])[O:21][B:17]([C:15]2[CH:14]=[N:13][N:12]([CH2:11][CH2:10][C@H:9]([OH:8])[CH3:26])[CH:16]=2)[O:18]1, predict the reactants needed to synthesize it. The reactants are: [Si]([O:8][C@H:9]([CH3:26])[CH2:10][CH2:11][N:12]1[CH:16]=[C:15]([B:17]2[O:21][C:20]([CH3:23])([CH3:22])[C:19]([CH3:25])([CH3:24])[O:18]2)[CH:14]=[N:13]1)(C(C)(C)C)(C)C.[F-].C([N+](CCCC)(CCCC)CCCC)CCC. (8) Given the product [C:6]([O:5][C:3]([NH:1][N:2]=[C:17]([C:14]1[CH:15]=[CH:16][C:11]([F:10])=[CH:12][CH:13]=1)[CH2:18][CH2:19][CH2:20][C:21]([OH:23])=[O:22])=[O:4])([CH3:9])([CH3:8])[CH3:7], predict the reactants needed to synthesize it. The reactants are: [NH:1]([C:3]([O:5][C:6]([CH3:9])([CH3:8])[CH3:7])=[O:4])[NH2:2].[F:10][C:11]1[CH:16]=[CH:15][C:14]([C:17](=O)[CH2:18][CH2:19][CH2:20][C:21]([OH:23])=[O:22])=[CH:13][CH:12]=1. (9) Given the product [Cl:1][C:2]1[CH:3]=[CH:4][C:5](=[O:8])[N:6]([CH3:9])[N:7]=1, predict the reactants needed to synthesize it. The reactants are: [Cl:1][C:2]1[CH:3]=[CH:4][C:5](=[O:8])[NH:6][N:7]=1.[C:9](=O)([O-])[O-].[K+].[K+].CI.O.